From a dataset of Forward reaction prediction with 1.9M reactions from USPTO patents (1976-2016). Predict the product of the given reaction. (1) Given the reactants [OH:1][C:2]([C:5]1[CH:39]=[CH:38][C:8]([C:9]([NH:11][C:12]2[CH:17]=[C:16]([C:18]3[CH:27]=[C:26]4[C:21]([CH2:22][CH2:23][N:24](C(OC(C)(C)C)=O)[CH2:25]4)=[CH:20][CH:19]=3)[N:15]3[N:35]=[CH:36][CH:37]=[C:14]3[N:13]=2)=[O:10])=[CH:7][CH:6]=1)([CH3:4])[CH3:3].F[C:41](F)(F)C(O)=O, predict the reaction product. The product is: [OH:1][C:2]([C:5]1[CH:39]=[CH:38][C:8]([C:9]([NH:11][C:12]2[CH:17]=[C:16]([C:18]3[CH:27]=[C:26]4[C:21]([CH2:22][CH2:23][NH:24][CH2:25]4)=[CH:20][CH:19]=3)[N:15]3[N:35]=[C:36]([CH3:41])[CH:37]=[C:14]3[N:13]=2)=[O:10])=[CH:7][CH:6]=1)([CH3:3])[CH3:4]. (2) Given the reactants [F:1][CH2:2][CH2:3][N:4]1[CH:8]=[C:7]([C:9]2[CH:14]=[CH:13][N:12]=[CH:11][CH:10]=2)[C:6]([C:15]2[CH:20]=[CH:19][C:18]([OH:21])=[CH:17][CH:16]=2)=[N:5]1.C(=O)([O-])[O-].[Cs+].[Cs+].Cl[CH2:29][C:30]1[O:31][C:32]2[CH:38]=[CH:37][CH:36]=[CH:35][C:33]=2[N:34]=1, predict the reaction product. The product is: [F:1][CH2:2][CH2:3][N:4]1[CH:8]=[C:7]([C:9]2[CH:10]=[CH:11][N:12]=[CH:13][CH:14]=2)[C:6]([C:15]2[CH:20]=[CH:19][C:18]([O:21][CH2:29][C:30]3[O:31][C:32]4[CH:38]=[CH:37][CH:36]=[CH:35][C:33]=4[N:34]=3)=[CH:17][CH:16]=2)=[N:5]1. (3) Given the reactants [NH:1]1[C:5]2=[N:6][CH:7]=[CH:8][C:9]([C:10]3[CH:15]=[CH:14][C:13]([NH2:16])=[CH:12][CH:11]=3)=[C:4]2[CH:3]=[CH:2]1.[F:17][C:18]1[CH:27]=[CH:26][CH:25]=[CH:24][C:19]=1[CH2:20][N:21]=[C:22]=[O:23], predict the reaction product. The product is: [F:17][C:18]1[CH:27]=[CH:26][CH:25]=[CH:24][C:19]=1[CH2:20][NH:21][C:22]([NH:16][C:13]1[CH:14]=[CH:15][C:10]([C:9]2[CH:8]=[CH:7][N:6]=[C:5]3[NH:1][CH:2]=[CH:3][C:4]=23)=[CH:11][CH:12]=1)=[O:23]. (4) Given the reactants Cl[C:2]1[C:11]2[C:6](=[C:7]([O:14][CH3:15])[C:8]([O:12][CH3:13])=[CH:9][CH:10]=2)[N:5]=[CH:4][N:3]=1.[CH:16]1([C@H:19]2[C@H:23]([NH2:24])[CH2:22][CH2:21][O:20]2)[CH2:18][CH2:17]1.CCN(C(C)C)C(C)C, predict the reaction product. The product is: [CH:16]1([C@H:19]2[C@H:23]([NH:24][C:2]3[C:11]4[C:6](=[C:7]([O:14][CH3:15])[C:8]([O:12][CH3:13])=[CH:9][CH:10]=4)[N:5]=[CH:4][N:3]=3)[CH2:22][CH2:21][O:20]2)[CH2:18][CH2:17]1. (5) Given the reactants [CH3:1][N:2]1[C:6]([CH3:7])=[N:5][C:4]([NH:8][C:9]2[C:14]3=[N:15][CH:16]=[C:17]([C:18]#[N:19])[N:13]3[N:12]=[C:11]([S:20][CH3:21])[N:10]=2)=[N:3]1.[H-].[Na+].Cl[CH2:25][C:26]1[CH:31]=[CH:30][C:29]([O:32][CH3:33])=[CH:28][CH:27]=1, predict the reaction product. The product is: [CH3:1][N:2]1[C:6]([CH3:7])=[N:5][C:4]([N:8]([CH2:25][C:26]2[CH:31]=[CH:30][C:29]([O:32][CH3:33])=[CH:28][CH:27]=2)[C:9]2[C:14]3=[N:15][CH:16]=[C:17]([C:18]#[N:19])[N:13]3[N:12]=[C:11]([S:20][CH3:21])[N:10]=2)=[N:3]1. (6) Given the reactants [Br:1][C:2]1[C:3]([CH3:11])=[C:4]([CH:8]=[CH:9][CH:10]=1)[C:5](O)=[O:6].S(Cl)([Cl:14])=O.[OH-].[Na+], predict the reaction product. The product is: [Br:1][C:2]1[C:3]([CH3:11])=[C:4]([CH:8]=[CH:9][CH:10]=1)[C:5]([Cl:14])=[O:6]. (7) Given the reactants [Br:1][C:2]1[C:3]([F:21])=[CH:4][C:5](F)=[C:6]([C:8]([C:10]2[CH:19]=[CH:18][C:17]3[C:12](=[CH:13][CH:14]=[CH:15][CH:16]=3)[CH:11]=2)=O)[CH:7]=1.O.[NH2:23][NH2:24], predict the reaction product. The product is: [Br:1][C:2]1[CH:7]=[C:6]2[C:5](=[CH:4][C:3]=1[F:21])[NH:24][N:23]=[C:8]2[C:10]1[CH:19]=[CH:18][C:17]2[C:12](=[CH:13][CH:14]=[CH:15][CH:16]=2)[CH:11]=1. (8) Given the reactants Cl.C1(NC2C(C)=C(C)N=C([NH:17][CH2:18][C:19]3[CH:24]=[CH:23][CH:22]=[CH:21][N:20]=3)N=2)CCCCC1.Cl[C:26]1[N:31]=[C:30]([NH:32][C:33]2[CH:38]=[CH:37][C:36]([F:39])=[CH:35][CH:34]=2)[C:29]([CH2:40][CH3:41])=[C:28]([CH3:42])[N:27]=1, predict the reaction product. The product is: [CH2:40]([C:29]1[C:30]([NH:32][C:33]2[CH:38]=[CH:37][C:36]([F:39])=[CH:35][CH:34]=2)=[N:31][C:26]([NH:17][CH2:18][C:19]2[CH:24]=[CH:23][CH:22]=[CH:21][N:20]=2)=[N:27][C:28]=1[CH3:42])[CH3:41]. (9) Given the reactants [CH3:1][C:2]1[C:6]([CH2:7][OH:8])=[CH:5][N:4]([C:9]2[CH:14]=[CH:13][C:12]([C:15]([F:18])([F:17])[F:16])=[CH:11][N:10]=2)[N:3]=1.[CH2:19]([O:21][C:22]1[CH:27]=[C:26](O)[CH:25]=[CH:24][C:23]=1[CH2:29][CH2:30][C:31]([O:33]CC)=[O:32])[CH3:20].C1(P(C2C=CC=CC=2)C2C=CC=CC=2)C=CC=CC=1.N(C(OCC)=O)=NC(OCC)=O, predict the reaction product. The product is: [CH2:19]([O:21][C:22]1[CH:27]=[C:26]([O:8][CH2:7][C:6]2[C:2]([CH3:1])=[N:3][N:4]([C:9]3[CH:14]=[CH:13][C:12]([C:15]([F:18])([F:16])[F:17])=[CH:11][N:10]=3)[CH:5]=2)[CH:25]=[CH:24][C:23]=1[CH2:29][CH2:30][C:31]([OH:33])=[O:32])[CH3:20].